From a dataset of Full USPTO retrosynthesis dataset with 1.9M reactions from patents (1976-2016). Predict the reactants needed to synthesize the given product. (1) Given the product [C:9]1([S:8][C:4]2[N:3]([O:2][C:21]([N:15]3[CH2:20][CH2:19][O:18][CH2:17][CH2:16]3)=[O:22])[CH:7]=[CH:6][N:5]=2)[CH:14]=[CH:13][CH:12]=[CH:11][CH:10]=1, predict the reactants needed to synthesize it. The reactants are: Cl.[OH:2][N:3]1[CH:7]=[CH:6][N:5]=[C:4]1[S:8][C:9]1[CH:14]=[CH:13][CH:12]=[CH:11][CH:10]=1.[N:15]1([C:21](Cl)=[O:22])[CH2:20][CH2:19][O:18][CH2:17][CH2:16]1. (2) Given the product [CH2:34]([O:33][C:31](=[O:32])[N:14]([C@@H:13]1[C@@H:9]([C:4]2[CH:5]=[CH:6][C:7]([Cl:8])=[C:2]([Cl:1])[CH:3]=2)[CH2:10][N:11]([C:16]([CH:18]2[CH2:19][CH2:20][N:21]([C:24]([C:26]3([CH3:29])[CH2:28][CH2:27]3)=[O:25])[CH2:22][CH2:23]2)=[O:17])[CH2:12]1)[CH3:15])[C:35]#[CH:36], predict the reactants needed to synthesize it. The reactants are: [Cl:1][C:2]1[CH:3]=[C:4]([C@@H:9]2[C@@H:13]([NH:14][CH3:15])[CH2:12][N:11]([C:16]([CH:18]3[CH2:23][CH2:22][N:21]([C:24]([C:26]4([CH3:29])[CH2:28][CH2:27]4)=[O:25])[CH2:20][CH2:19]3)=[O:17])[CH2:10]2)[CH:5]=[CH:6][C:7]=1[Cl:8].Cl[C:31]([O:33][CH2:34][C:35]#[CH:36])=[O:32]. (3) Given the product [C:3]([C:7]1[CH:8]=[CH:9][C:10]([C:13]2[S:14][CH:15]=[C:16]([C:19]([CH3:21])=[O:20])[C:17]=2[OH:18])=[CH:11][CH:12]=1)([CH3:6])([CH3:4])[CH3:5], predict the reactants needed to synthesize it. The reactants are: CO.[C:3]([C:7]1[CH:12]=[CH:11][C:10]([CH:13]2[C:17]([OH:18])=[C:16]([C:19]([CH3:21])=[O:20])[CH2:15][S:14]2)=[CH:9][CH:8]=1)([CH3:6])([CH3:5])[CH3:4].OO.C1(C)C=CC=CC=1.